This data is from Forward reaction prediction with 1.9M reactions from USPTO patents (1976-2016). The task is: Predict the product of the given reaction. (1) Given the reactants Br[C:2]1[CH:3]=[C:4]([C:8]2[CH:9]=[C:10]3[C:15](=[N:16][CH:17]=2)[N:14]([C:18]([NH2:20])=[O:19])[CH2:13][CH2:12][CH2:11]3)[CH:5]=[N:6][CH:7]=1.O1CCOCC1.O.CC1(C)C(C)(C)OB([C:36]2[CH2:37][CH2:38][O:39][CH2:40][CH:41]=2)O1.[O-]P([O-])([O-])=O.[K+].[K+].[K+], predict the reaction product. The product is: [O:39]1[CH2:38][CH:37]=[C:36]([C:2]2[CH:3]=[C:4]([C:8]3[CH:9]=[C:10]4[C:15](=[N:16][CH:17]=3)[N:14]([C:18]([NH2:20])=[O:19])[CH2:13][CH2:12][CH2:11]4)[CH:5]=[N:6][CH:7]=2)[CH2:41][CH2:40]1. (2) Given the reactants Br[C:2]1[C:10]2[N:9]3[CH2:11][CH2:12][NH:13][C:14](=[O:15])[C:8]3=[CH:7][C:6]=2[CH:5]=[C:4]([C:16]#[N:17])[CH:3]=1.CC1(C)C(C)(C)OB([C:26]2[CH:27]=[CH:28][C:29]([NH2:32])=[N:30][CH:31]=2)O1, predict the reaction product. The product is: [NH2:32][C:29]1[N:30]=[CH:31][C:26]([C:2]2[C:10]3[N:9]4[CH2:11][CH2:12][NH:13][C:14](=[O:15])[C:8]4=[CH:7][C:6]=3[CH:5]=[C:4]([C:16]#[N:17])[CH:3]=2)=[CH:27][CH:28]=1. (3) Given the reactants [Cl:1][C:2]1[N:10]=[C:9]2[C:5]([NH:6][CH:7]=[N:8]2)=[C:4](Cl)[N:3]=1.[NH3:12].CO, predict the reaction product. The product is: [NH2:12][C:4]1[N:3]=[C:2]([Cl:1])[N:10]=[C:9]2[C:5]=1[NH:6][CH:7]=[N:8]2. (4) Given the reactants [Cl-].[Al+3].[Cl-].[Cl-].[C:5]([O:8][C@@H:9]1[C@@H:14]([O:15][C:16](=[O:18])[CH3:17])[C@H:13]([O:19][C:20](=[O:22])[CH3:21])[C@@H:12]([CH2:23][O:24][C:25](=[O:27])[CH3:26])[O:11][C@H:10]1[C:28]1[CH:33]=[CH:32][CH:31]=[C:30]([CH2:34][C:35]2[CH:44]=[C:43]3[C:37](=[CH:38][CH:39]=[CH:40][CH:41]=[CH:42]3)[CH:36]=2)[CH:29]=1)(=[O:7])[CH3:6].[C:45](OC(=O)C)(=[O:47])[CH3:46].Cl, predict the reaction product. The product is: [C:5]([O:8][C@@H:9]1[C@@H:14]([O:15][C:16](=[O:18])[CH3:17])[C@H:13]([O:19][C:20](=[O:22])[CH3:21])[C@@H:12]([CH2:23][O:24][C:25](=[O:27])[CH3:26])[O:11][C@H:10]1[C:28]1[CH:33]=[CH:32][CH:31]=[C:30]([CH2:34][C:35]2[CH:36]=[C:37]3[C:43](=[CH:42][CH:41]=[CH:40][CH:39]=[CH:38]3)[C:44]=2[C:45](=[O:47])[CH3:46])[CH:29]=1)(=[O:7])[CH3:6]. (5) Given the reactants [C:1]([N:4]1[C:8]([CH3:9])=[C:7]([CH2:10][C:11]2[CH:16]=[CH:15][C:14]([CH3:17])=[C:13]([F:18])[CH:12]=2)[C:6](=[O:19])[NH:5]1)(=[O:3])[CH3:2].C(=O)([O-])[O-].[K+].[K+].[C:26]([O:32][C@@H:33]1[C@@H:38]([O:39][C:40](=[O:45])[C:41]([CH3:44])([CH3:43])[CH3:42])[C@H:37]([O:46][C:47](=[O:52])[C:48]([CH3:51])([CH3:50])[CH3:49])[C@@H:36]([CH2:53][O:54][C:55](=[O:60])[C:56]([CH3:59])([CH3:58])[CH3:57])[O:35][C@@H:34]1Br)(=[O:31])[C:27]([CH3:30])([CH3:29])[CH3:28], predict the reaction product. The product is: [C:1]([N:4]1[C:8]([CH3:9])=[C:7]([CH2:10][C:11]2[CH:16]=[CH:15][C:14]([CH3:17])=[C:13]([F:18])[CH:12]=2)[C:6]([O:19][C@@H:34]2[O:35][C@H:36]([CH2:53][O:54][C:55](=[O:60])[C:56]([CH3:59])([CH3:58])[CH3:57])[C@@H:37]([O:46][C:47](=[O:52])[C:48]([CH3:49])([CH3:50])[CH3:51])[C@H:38]([O:39][C:40](=[O:45])[C:41]([CH3:42])([CH3:43])[CH3:44])[C@H:33]2[O:32][C:26](=[O:31])[C:27]([CH3:30])([CH3:28])[CH3:29])=[N:5]1)(=[O:3])[CH3:2].